This data is from Full USPTO retrosynthesis dataset with 1.9M reactions from patents (1976-2016). The task is: Predict the reactants needed to synthesize the given product. (1) The reactants are: [F:1][C:2]([F:8])([F:7])[C@@H:3]([NH2:6])[CH2:4][CH3:5].[Br:9][C:10]1[CH:15]=[CH:14][C:13]([S:16](Cl)(=[O:18])=[O:17])=[C:12]([F:20])[C:11]=1[CH:21]([F:23])[F:22].Cl. Given the product [Br:9][C:10]1[CH:15]=[CH:14][C:13]([S:16]([NH:6][C@@H:3]([CH2:4][CH3:5])[C:2]([F:8])([F:7])[F:1])(=[O:18])=[O:17])=[C:12]([F:20])[C:11]=1[CH:21]([F:22])[F:23], predict the reactants needed to synthesize it. (2) Given the product [CH2:1]([O:8][C:9](=[O:20])[CH:10]([O:18][NH:19][C:26]([O:25][C:22]([CH3:24])([CH3:23])[CH3:21])=[O:27])[CH2:11][C:12]1[CH:17]=[CH:16][CH:15]=[CH:14][CH:13]=1)[C:2]1[CH:3]=[CH:4][CH:5]=[CH:6][CH:7]=1, predict the reactants needed to synthesize it. The reactants are: [CH2:1]([O:8][C:9](=[O:20])[CH:10]([O:18][NH2:19])[CH2:11][C:12]1[CH:17]=[CH:16][CH:15]=[CH:14][CH:13]=1)[C:2]1[CH:7]=[CH:6][CH:5]=[CH:4][CH:3]=1.[CH3:21][C:22]([O:25][C:26](O[C:26]([O:25][C:22]([CH3:24])([CH3:23])[CH3:21])=[O:27])=[O:27])([CH3:24])[CH3:23]. (3) The reactants are: C([O:3][C:4](=[O:34])[CH2:5][N:6]1[C:15]2[C:10](=[CH:11][CH:12]=[CH:13][CH:14]=2)[N:9]([C:16]([C:18]2[C:19]([O:25][C:26]3[CH:31]=[C:30]([Cl:32])[CH:29]=[CH:28][C:27]=3[Cl:33])=[N:20][CH:21]=[C:22]([F:24])[CH:23]=2)=[O:17])[CH2:8][CH2:7]1)C.[OH-].[Na+]. Given the product [Cl:33][C:27]1[CH:28]=[CH:29][C:30]([Cl:32])=[CH:31][C:26]=1[O:25][C:19]1[C:18]([C:16]([N:9]2[C:10]3[C:15](=[CH:14][CH:13]=[CH:12][CH:11]=3)[N:6]([CH2:5][C:4]([OH:34])=[O:3])[CH2:7][CH2:8]2)=[O:17])=[CH:23][C:22]([F:24])=[CH:21][N:20]=1, predict the reactants needed to synthesize it. (4) Given the product [S:9]1[CH2:10][CH:11]=[C:12]([C:2]2[CH:3]=[CH:4][C:5]([NH2:8])=[N:6][CH:7]=2)[CH2:13][CH2:14]1, predict the reactants needed to synthesize it. The reactants are: Br[C:2]1[CH:3]=[CH:4][C:5]([NH2:8])=[N:6][CH:7]=1.[S:9]1[CH2:14][CH:13]=[C:12](B2OC(C)(C)C(C)(C)O2)[CH2:11][CH2:10]1.C(=O)([O-])[O-].[Na+].[Na+]. (5) Given the product [Cl:1][C:2]1[CH:19]=[CH:18][C:5]([CH2:6][N:7]2[C:17]3[C:12](=[CH:13][CH:14]=[CH:15][CH:16]=3)/[C:10](=[N:29]/[NH:28][C:20](=[O:27])[C:21]3[CH:26]=[CH:25][CH:24]=[CH:23][CH:22]=3)/[C:8]2=[O:9])=[CH:4][CH:3]=1, predict the reactants needed to synthesize it. The reactants are: [Cl:1][C:2]1[CH:19]=[CH:18][C:5]([CH2:6][N:7]2[C:17]3[C:12](=[CH:13][CH:14]=[CH:15][CH:16]=3)[C:10](=O)[C:8]2=[O:9])=[CH:4][CH:3]=1.[C:20]([NH:28][NH2:29])(=[O:27])[C:21]1[CH:26]=[CH:25][CH:24]=[CH:23][CH:22]=1.